Dataset: Forward reaction prediction with 1.9M reactions from USPTO patents (1976-2016). Task: Predict the product of the given reaction. Given the reactants [F:1][C:2]([F:22])([F:21])[C:3]1[CH:8]=[CH:7][C:6]([C:9]2[CH:10]=[CH:11][C:12]([N:15]3[CH2:20][CH2:19][NH:18][CH2:17][CH2:16]3)=[N:13][CH:14]=2)=[CH:5][CH:4]=1.[Cl:23][CH2:24][C:25](=[O:27])[CH3:26], predict the reaction product. The product is: [ClH:23].[F:22][C:2]([F:1])([F:21])[C:3]1[CH:4]=[CH:5][C:6]([C:9]2[CH:10]=[CH:11][C:12]([N:15]3[CH2:20][CH2:19][N:18]([CH2:24][C:25](=[O:27])[CH3:26])[CH2:17][CH2:16]3)=[N:13][CH:14]=2)=[CH:7][CH:8]=1.